This data is from Full USPTO retrosynthesis dataset with 1.9M reactions from patents (1976-2016). The task is: Predict the reactants needed to synthesize the given product. (1) Given the product [CH3:16][O:15][C:14]1[CH:13]=[CH:12][C:7]([C:8]([O:10][CH3:11])=[O:9])=[CH:6][C:5]=1[S:2](=[O:4])(=[O:3])[NH:25][CH2:24][CH2:23][N:20]1[CH2:21][CH2:22][O:17][CH2:18][CH2:19]1, predict the reactants needed to synthesize it. The reactants are: Cl[S:2]([C:5]1[CH:6]=[C:7]([CH:12]=[CH:13][C:14]=1[O:15][CH3:16])[C:8]([O:10][CH3:11])=[O:9])(=[O:4])=[O:3].[O:17]1[CH2:22][CH2:21][N:20]([CH2:23][CH2:24][NH2:25])[CH2:19][CH2:18]1. (2) Given the product [Cl:14][C:11]1[CH:12]=[CH:13][C:8]([CH2:7][N:5]2[CH:6]=[C:2]([C:24]3[CH:29]=[CH:28][CH:27]=[CH:26][CH:25]=3)[CH:3]=[C:4]2[C:15]([O:17][CH3:18])=[O:16])=[CH:9][CH:10]=1, predict the reactants needed to synthesize it. The reactants are: Br[C:2]1[CH:3]=[C:4]([C:15]([O:17][CH3:18])=[O:16])[N:5]([CH2:7][C:8]2[CH:13]=[CH:12][C:11]([Cl:14])=[CH:10][CH:9]=2)[CH:6]=1.CN(C=O)C.[C:24]1(OB(O)O)[CH:29]=[CH:28][CH:27]=[CH:26][CH:25]=1.C(=O)([O-])[O-].[Na+].[Na+]. (3) Given the product [F:21][CH:22]([F:25])[CH2:20][N:2]1[C:12]2[C:11](=[CH:16][C:15]([I:17])=[CH:14][CH:13]=2)[C:10](=[O:19])[C:4]([C:5]([O:7][CH2:8][CH3:9])=[O:6])=[CH:3]1, predict the reactants needed to synthesize it. The reactants are: C[N:2]([CH3:20])[CH:3]=[C:4]([C:10](=[O:19])[C:11]1[CH:16]=[C:15]([I:17])[CH:14]=[CH:13][C:12]=1F)[C:5]([O:7][CH2:8][CH3:9])=[O:6].[F:21][CH:22]([F:25])CN.C(=O)([O-])[O-].[K+].[K+].O. (4) Given the product [F:15][C:10]1[CH:9]=[C:8]([CH:13]=[CH:12][C:11]=1[F:14])[CH2:7][NH:6][C:4](=[O:5])[C:3]1[CH:16]=[CH:17][CH:18]=[N:19][C:2]=1[NH:35][CH2:32][C:33]#[CH:34], predict the reactants needed to synthesize it. The reactants are: Cl[C:2]1[N:19]=[CH:18][CH:17]=[CH:16][C:3]=1[C:4]([NH:6][CH2:7][C:8]1[CH:13]=[CH:12][C:11]([F:14])=[C:10]([F:15])[CH:9]=1)=[O:5].C(=O)([O-])[O-].[Cs+].[Cs+].O1CCOCC1.[CH2:32]([NH2:35])[C:33]#[CH:34]. (5) Given the product [CH3:4][C@@H:3]([O:5][C:10]1[CH:11]=[CH:12][C:13]2[CH2:14][N:15]([C:21]([O:23][C:24]([CH3:27])([CH3:26])[CH3:25])=[O:22])[CH2:16][CH2:17][O:18][C:19]=2[N:20]=1)[CH:2]([CH3:6])[CH3:1], predict the reactants needed to synthesize it. The reactants are: [CH3:1][CH:2]([CH3:6])[C@H:3]([OH:5])[CH3:4].[H-].[Na+].Cl[C:10]1[CH:11]=[CH:12][C:13]2[CH2:14][N:15]([C:21]([O:23][C:24]([CH3:27])([CH3:26])[CH3:25])=[O:22])[CH2:16][CH2:17][O:18][C:19]=2[N:20]=1.O.